This data is from Full USPTO retrosynthesis dataset with 1.9M reactions from patents (1976-2016). The task is: Predict the reactants needed to synthesize the given product. Given the product [CH3:12][O:13][C:14]1[CH:15]=[C:16]([CH:42]=[CH:43][C:44]=1[O:45][CH3:46])[CH2:17][CH:18]1[C:27]2[C:22](=[CH:23][C:24]([O:29][CH3:30])=[C:25]([O:28][CH:5]([CH3:7])[CH2:8][CH3:51])[CH:26]=2)[CH2:21][CH2:20][N:19]1[CH2:31][C:32]([NH:34][CH2:35][C:36]1[CH:41]=[CH:40][CH:39]=[CH:38][CH:37]=1)=[O:33], predict the reactants needed to synthesize it. The reactants are: ClC(Cl)(Cl)C(=N)O[C:5]([CH3:8])([CH3:7])C.[CH3:12][O:13][C:14]1[CH:15]=[C:16]([CH:42]=[CH:43][C:44]=1[O:45][CH3:46])[CH2:17][CH:18]1[C:27]2[C:22](=[CH:23][C:24]([O:29][CH3:30])=[C:25]([OH:28])[CH:26]=2)[CH2:21][CH2:20][N:19]1[CH2:31][C:32]([NH:34][CH2:35][C:36]1[CH:41]=[CH:40][CH:39]=[CH:38][CH:37]=1)=[O:33].B(F)(F)F.[CH3:51]COCC.C([O-])(O)=O.[Na+].